This data is from Full USPTO retrosynthesis dataset with 1.9M reactions from patents (1976-2016). The task is: Predict the reactants needed to synthesize the given product. (1) Given the product [CH:8]([O:11][C:12]1[CH:17]=[CH:16][C:15]([N+:18]([O-:20])=[O:19])=[CH:14][C:13]=1[CH2:21][NH:22][C:28](=[O:29])[O:30][C:31]([CH3:34])([CH3:33])[CH3:32])([CH3:10])[CH3:9], predict the reactants needed to synthesize it. The reactants are: FC(F)(F)C(O)=O.[CH:8]([O:11][C:12]1[CH:17]=[CH:16][C:15]([N+:18]([O-:20])=[O:19])=[CH:14][C:13]=1[CH2:21][NH2:22])([CH3:10])[CH3:9].C(=O)(O)[O-].[Na+].[C:28](O[C:28]([O:30][C:31]([CH3:34])([CH3:33])[CH3:32])=[O:29])([O:30][C:31]([CH3:34])([CH3:33])[CH3:32])=[O:29]. (2) Given the product [CH3:3][C:2]1[C:4]2[CH:9]=[C:8]([N+:10]([O-:12])=[O:11])[CH:7]=[CH:6][C:5]=2[O:13][N:1]=1, predict the reactants needed to synthesize it. The reactants are: [NH:1]=[C:2]([C:4]1[CH:9]=[C:8]([N+:10]([O-:12])=[O:11])[CH:7]=[CH:6][C:5]=1[OH:13])[CH3:3].ClN1C(=O)CCC1=O.C([O-])([O-])=O.[K+].[K+].